From a dataset of Forward reaction prediction with 1.9M reactions from USPTO patents (1976-2016). Predict the product of the given reaction. Given the reactants [C:1]1([C:7]([NH:9][CH:10]2[CH2:15][CH:14]([C:16]3[CH:21]=[CH:20][C:19]([C:22]([F:25])([F:24])[F:23])=[CH:18][CH:17]=3)[CH2:13][N:12]([C:26]([N:28]3[CH2:33][CH2:32][CH:31]([C:34]([O:36]C)=[O:35])[CH2:30][CH2:29]3)=[O:27])[CH2:11]2)=[O:8])[CH:6]=[CH:5][CH:4]=[CH:3][CH:2]=1.[OH-].[Li+], predict the reaction product. The product is: [C:1]1([C:7]([NH:9][CH:10]2[CH2:15][CH:14]([C:16]3[CH:21]=[CH:20][C:19]([C:22]([F:24])([F:23])[F:25])=[CH:18][CH:17]=3)[CH2:13][N:12]([C:26]([N:28]3[CH2:29][CH2:30][CH:31]([C:34]([OH:36])=[O:35])[CH2:32][CH2:33]3)=[O:27])[CH2:11]2)=[O:8])[CH:2]=[CH:3][CH:4]=[CH:5][CH:6]=1.